Dataset: Forward reaction prediction with 1.9M reactions from USPTO patents (1976-2016). Task: Predict the product of the given reaction. (1) Given the reactants S(OS([O-])=O)([O-])=O.[Na+].[Na+].[CH2:10]([N:12]1[C:24]2[CH:23]=[CH:22][C:21]([CH:25]=O)=[CH:20][C:19]=2[C:18]2[C:13]1=[CH:14][CH:15]=[CH:16][CH:17]=2)[CH3:11].[NH2:27][C:28]1[CH:29]=[C:30]([CH:34]=[CH:35][C:36]=1[NH:37][CH2:38][CH2:39][O:40][CH3:41])[C:31]([OH:33])=[O:32].Cl, predict the reaction product. The product is: [CH2:10]([N:12]1[C:24]2[CH:23]=[CH:22][C:21]([C:25]3[N:37]([CH2:38][CH2:39][O:40][CH3:41])[C:36]4[CH:35]=[CH:34][C:30]([C:31]([OH:33])=[O:32])=[CH:29][C:28]=4[N:27]=3)=[CH:20][C:19]=2[C:18]2[C:13]1=[CH:14][CH:15]=[CH:16][CH:17]=2)[CH3:11]. (2) Given the reactants [H-].[Al+3].[Li+].[H-].[H-].[H-].[CH2:7]([C@@:14]1([CH3:22])[NH:19][C:18](=O)[CH2:17][NH:16][C:15]1=O)[C:8]1[CH:13]=[CH:12][CH:11]=[CH:10][CH:9]=1, predict the reaction product. The product is: [CH2:7]([C@:14]1([CH3:22])[CH2:15][NH:16][CH2:17][CH2:18][NH:19]1)[C:8]1[CH:13]=[CH:12][CH:11]=[CH:10][CH:9]=1. (3) Given the reactants [CH3:1][O:2][C:3](=[O:19])[C:4]1[CH:9]=[CH:8][C:7]([CH:10]([C:12]2[CH:17]=[CH:16][C:15]([NH2:18])=[CH:14][CH:13]=2)[OH:11])=[CH:6][CH:5]=1.[C:20]([N:27]1[CH2:32][CH2:31][C:30](=O)[CH2:29][CH2:28]1)([O:22][C:23]([CH3:26])([CH3:25])[CH3:24])=[O:21], predict the reaction product. The product is: [C:23]([O:22][C:20]([N:27]1[CH2:32][CH2:31][CH:30]([NH:18][C:15]2[CH:16]=[CH:17][C:12]([CH:10]([OH:11])[C:7]3[CH:6]=[CH:5][C:4]([C:3]([O:2][CH3:1])=[O:19])=[CH:9][CH:8]=3)=[CH:13][CH:14]=2)[CH2:29][CH2:28]1)=[O:21])([CH3:26])([CH3:24])[CH3:25].